From a dataset of Reaction yield outcomes from USPTO patents with 853,638 reactions. Predict the reaction yield, written as a fraction of the theoretical maximum amount of product (1.0 means a 100% yield; for example, 0.34 means a 34% yield). (1) The catalyst is CN(C=O)C. The product is [C:4]([C:3]1[CH:6]=[CH:7][C:8]([N+:10]([O-:12])=[O:11])=[CH:9][C:2]=1[O:1][CH2:20][CH2:21][CH2:22][NH:23][C:24](=[O:30])[O:25][C:26]([CH3:29])([CH3:28])[CH3:27])#[N:5]. The reactants are [OH:1][C:2]1[CH:9]=[C:8]([N+:10]([O-:12])=[O:11])[CH:7]=[CH:6][C:3]=1[C:4]#[N:5].C(=O)([O-])[O-].[Cs+].[Cs+].Br[CH2:20][CH2:21][CH2:22][NH:23][C:24](=[O:30])[O:25][C:26]([CH3:29])([CH3:28])[CH3:27]. The yield is 0.638. (2) The product is [Si:1]([O:8][CH2:9][CH2:10][CH2:11][C:12]([O:14][CH3:15])=[O:13])([C:4]([CH3:7])([CH3:6])[CH3:5])([CH3:3])[CH3:2]. The yield is 0.950. The reactants are [Si:1]([O:8][CH2:9][CH2:10][CH2:11][C:12]([OH:14])=[O:13])([C:4]([CH3:7])([CH3:6])[CH3:5])([CH3:3])[CH3:2].[CH3:15]COCC. No catalyst specified. (3) The reactants are [C:1]([O:5][C:6]([N:8]([CH2:20][C:21]1[CH:32]=[C:31]([O:33][CH3:34])[CH:30]=[CH:29][C:22]=1[CH:23]=[CH:24][C:25]([O:27][CH3:28])=[O:26])[CH2:9][C:10]1[CH:15]=[CH:14][C:13]([C:16]([F:19])([F:18])[F:17])=[CH:12][CH:11]=1)=[O:7])([CH3:4])([CH3:3])[CH3:2]. The catalyst is CO.[Pd]. The product is [C:1]([O:5][C:6]([N:8]([CH2:20][C:21]1[CH:32]=[C:31]([O:33][CH3:34])[CH:30]=[CH:29][C:22]=1[CH2:23][CH2:24][C:25]([O:27][CH3:28])=[O:26])[CH2:9][C:10]1[CH:11]=[CH:12][C:13]([C:16]([F:17])([F:18])[F:19])=[CH:14][CH:15]=1)=[O:7])([CH3:3])([CH3:4])[CH3:2]. The yield is 0.980. (4) The reactants are [NH:1]1[CH:5]=[C:4]([C:6]2[C:7]3[CH:14]=[CH:13][N:12]([CH2:15][O:16][CH2:17][CH2:18][Si:19]([CH3:22])([CH3:21])[CH3:20])[C:8]=3[N:9]=[CH:10][N:11]=2)[CH:3]=[N:2]1.[C:23](#[N:31])[CH:24]=[CH:25][CH2:26][CH2:27][CH2:28][CH2:29][CH3:30].N12CCCN=C1CCCCC2.C(#N)C. No catalyst specified. The product is [CH3:20][Si:19]([CH3:22])([CH3:21])[CH2:18][CH2:17][O:16][CH2:15][N:12]1[C:8]2[N:9]=[CH:10][N:11]=[C:6]([C:4]3[CH:5]=[N:1][N:2]([CH:25]([CH2:26][CH2:27][CH2:28][CH2:29][CH3:30])[CH2:24][C:23]#[N:31])[CH:3]=3)[C:7]=2[CH:14]=[CH:13]1. The yield is 0.899. (5) The yield is 0.360. The reactants are C(OC([NH:8][CH:9]1[CH2:14][CH2:13][N:12]([C:15]([C:17]2[CH:38]=[C:20]3[CH2:21][N:22]([C:26]([O:28][CH2:29][C:30]4[CH:35]=[C:34]([Cl:36])[CH:33]=[C:32]([Cl:37])[CH:31]=4)=[O:27])[CH2:23][CH2:24][CH2:25][N:19]3[N:18]=2)=[O:16])[CH2:11][CH2:10]1)=O)(C)(C)C.C(O)(C(F)(F)F)=O. The catalyst is ClCCl. The product is [NH2:8][CH:9]1[CH2:10][CH2:11][N:12]([C:15]([C:17]2[CH:38]=[C:20]3[CH2:21][N:22]([C:26]([O:28][CH2:29][C:30]4[CH:31]=[C:32]([Cl:37])[CH:33]=[C:34]([Cl:36])[CH:35]=4)=[O:27])[CH2:23][CH2:24][CH2:25][N:19]3[N:18]=2)=[O:16])[CH2:13][CH2:14]1. (6) The reactants are [OH2:1].O.[Cl-].[Ca+2:4].[Cl-].[Cl:6][C:7]1[CH:33]=[CH:32][C:10]([O:11][CH2:12][C@@H:13]([F:31])[CH2:14][O:15][C:16]2[CH:17]=[C:18]([CH2:22][C@H:23]([O:27][CH:28]([CH3:30])[CH3:29])[C:24]([OH:26])=[O:25])[CH:19]=[CH:20][CH:21]=2)=[C:9]([C:34]#[N:35])[CH:8]=1.[OH-].[Na+]. The catalyst is O.CO.CC(C)=O. The product is [OH2:11].[OH2:1].[OH2:11].[Cl:6][C:7]1[CH:33]=[CH:32][C:10]([O:11][CH2:12][C@@H:13]([F:31])[CH2:14][O:15][C:16]2[CH:17]=[C:18]([CH2:22][C@H:23]([O:27][CH:28]([CH3:30])[CH3:29])[C:24]([O-:26])=[O:25])[CH:19]=[CH:20][CH:21]=2)=[C:9]([C:34]#[N:35])[CH:8]=1.[Cl:6][C:7]1[CH:33]=[CH:32][C:10]([O:11][CH2:12][C@@H:13]([F:31])[CH2:14][O:15][C:16]2[CH:17]=[C:18]([CH2:22][C@H:23]([O:27][CH:28]([CH3:30])[CH3:29])[C:24]([O-:26])=[O:25])[CH:19]=[CH:20][CH:21]=2)=[C:9]([C:34]#[N:35])[CH:8]=1.[Ca+2:4]. The yield is 0.930. (7) The reactants are [C:1]([Si:5]([CH3:11])([CH3:10])[O:6][CH2:7][C:8]#[CH:9])([CH3:4])([CH3:3])[CH3:2].C([Mg]Cl)(C)C.[Li+].[Cl-].CON(C)[C:22](=[O:24])[CH3:23].[NH4+].[Cl-]. The catalyst is C1COCC1. The product is [Si:5]([O:6][CH2:7][C:8]#[C:9][C:22](=[O:24])[CH3:23])([C:1]([CH3:3])([CH3:4])[CH3:2])([CH3:10])[CH3:11]. The yield is 0.640. (8) The reactants are [N+:1]([C:4]1[C:8]2[CH:9]=[CH:10][CH:11]=[CH:12][C:7]=2[S:6][C:5]=1[S:13]([O-:16])(=[O:15])=[O:14])([O-:3])=[O:2].C(=O)([O-])[O-].[Ag+2:21].CCCCCC.C(OCC)(=O)C. The catalyst is C(#N)C.O. The product is [N+:1]([C:4]1[C:8]2[CH:9]=[CH:10][CH:11]=[CH:12][C:7]=2[S:6][C:5]=1[S:13]([O-:16])(=[O:14])=[O:15])([O-:3])=[O:2].[Ag+:21]. The yield is 0.982.